This data is from Catalyst prediction with 721,799 reactions and 888 catalyst types from USPTO. The task is: Predict which catalyst facilitates the given reaction. (1) Reactant: [C:1]([O:5][C:6]([N:8]1[C:12](=O)[CH2:11][CH:10]([OH:14])[CH:9]1[CH2:15][C:16]1[C:24]2[C:19](=[CH:20][CH:21]=[CH:22][CH:23]=2)[NH:18][CH:17]=1)=[O:7])([CH3:4])([CH3:3])[CH3:2].CSC.CCOCC. Product: [C:1]([O:5][C:6]([N:8]1[CH2:12][CH2:11][CH:10]([OH:14])[CH:9]1[CH2:15][C:16]1[C:24]2[C:19](=[CH:20][CH:21]=[CH:22][CH:23]=2)[NH:18][CH:17]=1)=[O:7])([CH3:4])([CH3:2])[CH3:3]. The catalyst class is: 1. (2) Reactant: CO[C:3](=[C:14]([C:17]#[N:18])[C:15]#[N:16])[CH2:4][C:5]1[CH:10]=[CH:9][CH:8]=[C:7]([N+:11]([O-:13])=[O:12])[CH:6]=1.Cl.[C:20]([NH:24][NH2:25])([CH3:23])([CH3:22])[CH3:21].C(N(CC)CC)C. Product: [N+:11]([C:7]1[CH:6]=[C:5]([CH:10]=[CH:9][CH:8]=1)[CH2:4][C:3]1[C:14]([C:15]#[N:16])=[C:17]([NH2:18])[N:24]([C:20]([CH3:23])([CH3:22])[CH3:21])[N:25]=1)([O-:13])=[O:12]. The catalyst class is: 14. (3) Reactant: [F:1][C:2]1[CH:9]=[C:8]([CH:10]=O)[CH:7]=[CH:6][C:3]=1[C:4]#[N:5].[N+:12]([CH3:15])([O-:14])=[O:13].[OH-].[Na+].Cl. Product: [F:1][C:2]1[CH:9]=[C:8]([CH:10]=[CH:15][N+:12]([O-:14])=[O:13])[CH:7]=[CH:6][C:3]=1[C:4]#[N:5]. The catalyst class is: 5. (4) Reactant: [CH3:1][N:2]([CH3:7])[CH2:3][CH2:4][CH2:5][NH2:6].O=C1CCC(=O)N1[O:15][C:16]([C:18]1[S:43][C:21]2[N:22]=[CH:23][N:24]=[C:25]([NH:26][C:27]3[CH:32]=[CH:31][C:30]([F:33])=[CH:29][C:28]=3[O:34][C@H:35]3[CH2:40][CH2:39][CH2:38][CH2:37][C@@H:36]3[O:41][CH3:42])[C:20]=2[C:19]=1[CH3:44])=O. Product: [CH3:1][N:2]([CH3:7])[CH2:3][CH2:4][CH2:5][NH:6][C:16]([C:18]1[S:43][C:21]2[N:22]=[CH:23][N:24]=[C:25]([NH:26][C:27]3[CH:32]=[CH:31][C:30]([F:33])=[CH:29][C:28]=3[O:34][C@H:35]3[CH2:40][CH2:39][CH2:38][CH2:37][C@@H:36]3[O:41][CH3:42])[C:20]=2[C:19]=1[CH3:44])=[O:15]. The catalyst class is: 3. (5) Reactant: [CH3:1][N:2]1[CH:6]=[C:5]([NH:7][C:8]2[N:13]=[C:12]3[N:14]([CH2:17][CH:18]4[CH2:23][CH2:22][CH2:21][NH:20][CH2:19]4)[N:15]=[CH:16][C:11]3=[CH:10][N:9]=2)[CH:4]=[N:3]1.C(N(CC)CC)C.[CH3:31][O:32][CH2:33][C:34](Cl)=[O:35]. Product: [CH3:31][O:32][CH2:33][C:34]([N:20]1[CH2:21][CH2:22][CH2:23][CH:18]([CH2:17][N:14]2[C:12]3=[N:13][C:8]([NH:7][C:5]4[CH:4]=[N:3][N:2]([CH3:1])[CH:6]=4)=[N:9][CH:10]=[C:11]3[CH:16]=[N:15]2)[CH2:19]1)=[O:35]. The catalyst class is: 4. (6) Reactant: [CH3:1][O:2][C:3]1[CH:23]=[CH:22][C:6](/[CH:7]=[N:8]/[CH:9]([C:16]2[CH:21]=[CH:20][CH:19]=[CH:18][CH:17]=2)[C:10]2[CH:15]=[CH:14][CH:13]=[CH:12][CH:11]=2)=[CH:5][CH:4]=1.C1C=C(Cl)C=C(C(OO)=[O:32])C=1. Product: [CH:9]([N:8]1[CH:7]([C:6]2[CH:22]=[CH:23][C:3]([O:2][CH3:1])=[CH:4][CH:5]=2)[O:32]1)([C:16]1[CH:17]=[CH:18][CH:19]=[CH:20][CH:21]=1)[C:10]1[CH:15]=[CH:14][CH:13]=[CH:12][CH:11]=1. The catalyst class is: 4.